From a dataset of Choline transporter screen with 302,306 compounds. Binary Classification. Given a drug SMILES string, predict its activity (active/inactive) in a high-throughput screening assay against a specified biological target. The molecule is Brc1c2oc(=O)c(C(=O)N3CCOCC3)cc2cc(Br)c1. The result is 0 (inactive).